From a dataset of Forward reaction prediction with 1.9M reactions from USPTO patents (1976-2016). Predict the product of the given reaction. (1) Given the reactants [C:1]1([CH2:7][C:8]([OH:10])=O)[CH:6]=[CH:5][CH:4]=[CH:3][CH:2]=1.C(Cl)CCl.C1C=CC2N(O)N=NC=2C=1.CN1CCOCC1.[NH2:32][C:33]1[N:38]=[C:37]([C:39]2[CH:46]=[CH:45][C:42]([C:43]#[N:44])=[C:41]([F:47])[CH:40]=2)[CH:36]=[C:35]([N:48]2[CH2:53][C@@H:52]([NH2:54])[CH2:51][CH2:50][C@H:49]2[CH3:55])[N:34]=1, predict the reaction product. The product is: [NH2:32][C:33]1[N:34]=[C:35]([N:48]2[C@H:49]([CH3:55])[CH2:50][CH2:51][C@H:52]([NH:54][C:8](=[O:10])[CH2:7][C:1]3[CH:2]=[CH:3][CH:4]=[CH:5][CH:6]=3)[CH2:53]2)[CH:36]=[C:37]([C:39]2[CH:46]=[CH:45][C:42]([C:43]#[N:44])=[C:41]([F:47])[CH:40]=2)[N:38]=1. (2) Given the reactants Br[CH2:2][CH2:3][CH2:4][O:5][C:6]1[CH:11]=[CH:10][C:9]([CH2:12][CH:13]([O:17][CH3:18])[C:14]([OH:16])=[O:15])=[CH:8][C:7]=1[O:19][CH3:20].[F:21][C:22]([F:38])([F:37])[C:23]1[CH:36]=[CH:35][C:26]([O:27][C:28]2[CH:33]=[CH:32][C:31]([OH:34])=[CH:30][CH:29]=2)=[CH:25][CH:24]=1, predict the reaction product. The product is: [CH3:18][O:17][CH:13]([CH2:12][C:9]1[CH:10]=[CH:11][C:6]([O:5][CH2:4][CH2:3][CH2:2][O:34][C:31]2[CH:32]=[CH:33][C:28]([O:27][C:26]3[CH:35]=[CH:36][C:23]([C:22]([F:21])([F:37])[F:38])=[CH:24][CH:25]=3)=[CH:29][CH:30]=2)=[C:7]([O:19][CH3:20])[CH:8]=1)[C:14]([OH:16])=[O:15]. (3) Given the reactants [CH2:1]([O:3][C:4]([C:6]1[CH:10]=[N:9][N:8]2[CH:11]=[CH:12][NH:13][C:7]=12)=[O:5])[CH3:2].S(=O)(=O)(O)O, predict the reaction product. The product is: [CH2:1]([O:3][C:4]([C:6]1[CH:10]=[N:9][N:8]([CH2:11][CH:12]([O:5][CH2:4][CH3:6])[O:3][CH2:1][CH3:2])[C:7]=1[NH2:13])=[O:5])[CH3:2]. (4) Given the reactants Cl[C:2]1[C:3]2[C:4](=[CH:16][N:17](CC3C=CC(OC)=CC=3)[N:18]=2)[N:5]=[C:6]([C:8]([C:10]2[CH:15]=[CH:14][CH:13]=[CH:12][CH:11]=2)=[O:9])[N:7]=1.[NH2:28][C:29]1[CH:38]=[C:37]2[C:32]([CH2:33][CH2:34][C:35](=[O:39])[NH:36]2)=[CH:31][CH:30]=1.Cl, predict the reaction product. The product is: [C:8]([C:6]1[N:7]=[C:2]([NH:28][C:29]2[CH:38]=[C:37]3[C:32]([CH2:33][CH2:34][C:35](=[O:39])[NH:36]3)=[CH:31][CH:30]=2)[C:3]2[NH:18][N:17]=[CH:16][C:4]=2[N:5]=1)(=[O:9])[C:10]1[CH:11]=[CH:12][CH:13]=[CH:14][CH:15]=1. (5) Given the reactants C([O:5][C:6](=[O:39])[CH2:7][O:8][C:9]1[C:14]2[CH2:15][CH2:16][CH2:17][CH2:18][CH:19]([NH:20][S:21]([C:24]3[CH:29]=[CH:28][C:27]([C:30]4[CH:35]=[CH:34][CH:33]=[C:32]([CH:36]([CH3:38])[CH3:37])[CH:31]=4)=[CH:26][N:25]=3)(=[O:23])=[O:22])[C:13]=2[CH:12]=[CH:11][CH:10]=1)(C)(C)C.[OH-].[Na+], predict the reaction product. The product is: [CH:36]([C:32]1[CH:31]=[C:30]([C:27]2[CH:28]=[CH:29][C:24]([S:21]([NH:20][CH:19]3[C:13]4[CH:12]=[CH:11][CH:10]=[C:9]([O:8][CH2:7][C:6]([OH:39])=[O:5])[C:14]=4[CH2:15][CH2:16][CH2:17][CH2:18]3)(=[O:22])=[O:23])=[N:25][CH:26]=2)[CH:35]=[CH:34][CH:33]=1)([CH3:38])[CH3:37]. (6) Given the reactants [CH3:1][N:2]1[C:10]2[CH:9]3[CH2:11][CH:6]([CH2:7][CH2:8]3)[C:5]=2[C:4]([CH2:12][O:13][N:14]2C(=O)C3C(=CC=CC=3)C2=O)=[N:3]1.C(Cl)Cl.O.NN, predict the reaction product. The product is: [NH2:14][O:13][CH2:12][C:4]1[C:5]2[CH:6]3[CH2:11][CH:9]([CH2:8][CH2:7]3)[C:10]=2[N:2]([CH3:1])[N:3]=1. (7) Given the reactants [N:1]1([C:7]2[N:12]=[C:11]([N:13]3[CH2:18][CH2:17][NH:16][CH2:15][CH2:14]3)[N:10]=[C:9]([C:19]3[CH:20]=[C:21]([OH:25])[CH:22]=[CH:23][CH:24]=3)[N:8]=2)[CH2:6][CH2:5][O:4][CH2:3][CH2:2]1.C(N(C(C)C)C(C)C)C.[Cl:35][CH2:36][C:37](Cl)=[O:38], predict the reaction product. The product is: [Cl:35][CH2:36][C:37]([N:16]1[CH2:17][CH2:18][N:13]([C:11]2[N:12]=[C:7]([N:1]3[CH2:2][CH2:3][O:4][CH2:5][CH2:6]3)[N:8]=[C:9]([C:19]3[CH:20]=[C:21]([OH:25])[CH:22]=[CH:23][CH:24]=3)[N:10]=2)[CH2:14][CH2:15]1)=[O:38]. (8) Given the reactants [C:1]([O:5][C:6]([N:8]1[C@H:12]([CH2:13][C:14]2[CH:19]=[CH:18][C:17]([C:20]3[CH:25]=[CH:24][CH:23]=[CH:22][CH:21]=3)=[CH:16][CH:15]=2)[CH2:11][C:10](=[CH2:26])[C:9]1=[O:27])=[O:7])([CH3:4])([CH3:3])[CH3:2].C1C=CC(P(C2C=CC=CC=2)C2C=CC=CC=2)=CC=1.C(=O)([O-])O.[Na+], predict the reaction product. The product is: [C:1]([O:5][C:6]([N:8]1[C@H:12]([CH2:13][C:14]2[CH:15]=[CH:16][C:17]([C:20]3[CH:21]=[CH:22][CH:23]=[CH:24][CH:25]=3)=[CH:18][CH:19]=2)[CH:11]=[C:10]([CH3:26])[C:9]1=[O:27])=[O:7])([CH3:4])([CH3:2])[CH3:3]. (9) Given the reactants [Br:1][C:2]1[C:3]2[C:4]3[CH2:19][CH2:18][N:17]([C:20]([O:22][C:23]([CH3:26])([CH3:25])[CH3:24])=[O:21])[CH2:16][CH2:15][C:5]=3[N:6]([CH2:11][C:12](O)=O)[C:7]=2[CH:8]=[CH:9][CH:10]=1.ClC(OCC(C)C)=O.[C:35]1([NH2:42])[CH:40]=[CH:39][CH:38]=[CH:37][C:36]=1[NH2:41].C(O)(=O)C, predict the reaction product. The product is: [NH:41]1[C:36]2[CH:37]=[CH:38][CH:39]=[CH:40][C:35]=2[N:42]=[C:12]1[CH2:11][N:6]1[C:7]2[CH:8]=[CH:9][CH:10]=[C:2]([Br:1])[C:3]=2[C:4]2[CH2:19][CH2:18][N:17]([C:20]([O:22][C:23]([CH3:26])([CH3:25])[CH3:24])=[O:21])[CH2:16][CH2:15][C:5]1=2. (10) Given the reactants [C:1]([N:8]1[CH2:13][CH2:12][NH:11][CH2:10][CH2:9]1)([O:3][C:4]([CH3:7])([CH3:6])[CH3:5])=[O:2].[CH2:14]([S:17](Cl)(=[O:19])=[O:18])[CH2:15][CH3:16], predict the reaction product. The product is: [C:4]([O:3][C:1]([N:8]1[CH2:9][CH2:10][N:11]([S:17]([CH2:14][CH2:15][CH3:16])(=[O:19])=[O:18])[CH2:12][CH2:13]1)=[O:2])([CH3:7])([CH3:6])[CH3:5].